From a dataset of Reaction yield outcomes from USPTO patents with 853,638 reactions. Predict the reaction yield, written as a fraction of the theoretical maximum amount of product (1.0 means a 100% yield; for example, 0.34 means a 34% yield). (1) The reactants are [CH2:1]([C@H:4]1[CH2:9][CH2:8][CH2:7][O:6][CH2:5]1)[CH:2]=C.[OH2:10]. The catalyst is C(#N)C. The product is [O:6]1[CH2:7][CH2:8][CH2:9][C@H:4]([CH2:1][CH:2]=[O:10])[CH2:5]1. The yield is 0.600. (2) The reactants are [CH2:1]([N:6]([CH2:28][CH2:29][CH:30]([CH3:32])[CH3:31])[C:7](=[O:27])[C:8]1[CH:13]=[CH:12][C:11]([N+:14]([O-])=O)=[C:10]([NH:17][CH2:18][CH2:19][CH2:20][N:21]2[CH2:26][CH2:25][O:24][CH2:23][CH2:22]2)[N:9]=1)[CH2:2][CH:3]([CH3:5])[CH3:4].Cl.O.O.[Sn](Cl)Cl.[OH-].[Na+]. The catalyst is O.ClCCl. The product is [NH2:14][C:11]1[CH:12]=[CH:13][C:8]([C:7]([N:6]([CH2:28][CH2:29][CH:30]([CH3:32])[CH3:31])[CH2:1][CH2:2][CH:3]([CH3:5])[CH3:4])=[O:27])=[N:9][C:10]=1[NH:17][CH2:18][CH2:19][CH2:20][N:21]1[CH2:26][CH2:25][O:24][CH2:23][CH2:22]1. The yield is 0.393.